Dataset: Full USPTO retrosynthesis dataset with 1.9M reactions from patents (1976-2016). Task: Predict the reactants needed to synthesize the given product. (1) The reactants are: [CH:1](=O)/[CH:2]=[CH:3]/[CH3:4].[NH2:6][C:7]1[CH:8]=[CH:9][C:10]([Cl:16])=[C:11]([CH:15]=1)[C:12]([OH:14])=[O:13].[N+](C1C=C(S([O-])(=O)=O)C=CC=1)([O-])=O.[Na+].Cl. Given the product [Cl:16][C:10]1[CH:9]=[CH:8][C:7]2[N:6]=[C:3]([CH3:4])[CH:2]=[CH:1][C:15]=2[C:11]=1[C:12]([OH:14])=[O:13], predict the reactants needed to synthesize it. (2) The reactants are: [F:1][C:2]([F:12])([F:11])[C:3]1[CH:10]=[CH:9][C:6]([CH2:7][NH2:8])=[CH:5][CH:4]=1.Cl[C:14](Cl)([O:16][C:17](=[O:23])OC(Cl)(Cl)Cl)Cl.[N-:25]=[C:26]=O.[CH3:28][OH:29]. Given the product [F:1][C:2]([F:11])([F:12])[C:3]1[CH:10]=[CH:9][C:6]([CH2:7][NH:8][C:28]([NH:8][C:7]2[C:26]3[NH:25][C:17](=[O:23])[O:16][C:14]=3[CH:4]=[CH:5][CH:6]=2)=[O:29])=[CH:5][CH:4]=1, predict the reactants needed to synthesize it. (3) Given the product [Br:1][C:2]1[CH:3]=[CH:4][C:5]([O:6][C@@H:7]2[CH2:11][CH2:10][CH2:9][CH2:22][C@@H:8]2[NH:12][S:13]([CH:16]([CH3:17])[CH3:18])(=[O:14])=[O:15])=[CH:19][CH:20]=1, predict the reactants needed to synthesize it. The reactants are: [Br:1][C:2]1[CH:20]=[CH:19][C:5]([O:6][C@H:7]2[CH2:11][CH2:10][CH2:9][C@H:8]2[NH:12][S:13]([CH:16]([CH3:18])[CH3:17])(=[O:15])=[O:14])=[CH:4][CH:3]=1.Br[C:22]1C=CC(O[C@@H]2CCCC[C@@H]2N)=CC=1. (4) Given the product [CH2:9]([O:2][C:1]1[CH:8]=[CH:7][C:5]([O:6][CH2:7][CH2:8][CH2:1][CH2:3][CH2:4][CH3:5])=[CH:4][CH:3]=1)[CH2:10][CH2:11][CH2:12][CH2:13][CH3:14], predict the reactants needed to synthesize it. The reactants are: [C:1]1([CH:8]=[CH:7][C:5]([OH:6])=[CH:4][CH:3]=1)[OH:2].[CH2:9](Br)[CH2:10][CH2:11][CH2:12][CH2:13][CH3:14].[Na+].[I-]. (5) Given the product [ClH:24].[CH2:21]([O:20][C:18]([NH:17][C:13]1[CH:12]=[C:11]([CH2:10][CH:9]([NH2:8])[CH3:23])[CH:16]=[CH:15][CH:14]=1)=[O:19])[CH3:22], predict the reactants needed to synthesize it. The reactants are: C([NH:8][CH:9]([CH3:23])[CH2:10][C:11]1[CH:16]=[CH:15][CH:14]=[C:13]([NH:17][C:18]([O:20][CH2:21][CH3:22])=[O:19])[CH:12]=1)(OC(C)(C)C)=O.[ClH:24]. (6) Given the product [Br:1][C:2]1[CH:3]=[C:4]([S:8]([N:11]2[CH:15]=[CH:14][C:13](/[CH:16]=[CH:17]/[C:18]([NH:43][O:42][CH:37]3[CH2:38][CH2:39][CH2:40][CH2:41][O:36]3)=[O:20])=[CH:12]2)(=[O:9])=[O:10])[CH:5]=[CH:6][CH:7]=1, predict the reactants needed to synthesize it. The reactants are: [Br:1][C:2]1[CH:3]=[C:4]([S:8]([N:11]2[CH:15]=[CH:14][C:13](/[CH:16]=[CH:17]/[C:18]([OH:20])=O)=[CH:12]2)(=[O:10])=[O:9])[CH:5]=[CH:6][CH:7]=1.CN(C=O)C.C1C=CC2N(O)N=NC=2C=1.[O:36]1[CH2:41][CH2:40][CH2:39][CH2:38][CH:37]1[O:42][NH2:43]. (7) Given the product [N+:1]([C:4]1[CH:11]=[CH:10][CH:9]=[CH:8][C:5]=1[CH:6]([NH:7][CH2:19][C:20]#[N:21])[CH3:12])([O-:3])=[O:2], predict the reactants needed to synthesize it. The reactants are: [N+:1]([C:4]1[CH:11]=[CH:10][CH:9]=[CH:8][C:5]=1[CH2:6][NH2:7])([O-:3])=[O:2].[C:12]([O-])([O-])=O.[K+].[K+].C[CH:19](Br)[C:20]#[N:21]. (8) Given the product [Br:10][CH2:9][C:3]1[CH:4]=[CH:5][CH:6]=[C:7]([CH3:8])[C:2]=1[Cl:1], predict the reactants needed to synthesize it. The reactants are: [Cl:1][C:2]1[C:7]([CH3:8])=[CH:6][CH:5]=[CH:4][C:3]=1[CH3:9].[Br:10]N1C(=O)CCC1=O.C(OOC(=O)C1C=CC=CC=1)(=O)C1C=CC=CC=1.